From a dataset of Peptide-MHC class I binding affinity with 185,985 pairs from IEDB/IMGT. Regression. Given a peptide amino acid sequence and an MHC pseudo amino acid sequence, predict their binding affinity value. This is MHC class I binding data. (1) The peptide sequence is KRWAFRTGV. The MHC is HLA-A02:01 with pseudo-sequence HLA-A02:01. The binding affinity (normalized) is 0.0847. (2) The peptide sequence is DPRVRGLYF. The MHC is Patr-B1301 with pseudo-sequence Patr-B1301. The binding affinity (normalized) is 0.382.